This data is from Drug-target binding data from BindingDB using IC50 measurements. The task is: Regression. Given a target protein amino acid sequence and a drug SMILES string, predict the binding affinity score between them. We predict pIC50 (pIC50 = -log10(IC50 in M); higher means more potent). Dataset: bindingdb_ic50. (1) The compound is O=C(c1ccc(-c2cccc(NS(=O)(=O)c3ccccc3C(F)(F)F)c2)s1)c1c(F)ccc(O)c1F. The target protein (Q62730) has sequence MNPFSSESAWLCLTATAVLGGMLLCKAWSSGQLRSQVVCLAGLWGGACLLSLSLLCSLFLLSVSCFFLLYVSSSDQDLLPVDQKAVLVTGADSGFGHALAKHLDKLGFTVFAGVLDKEGPGAEELRKNCSERLSVLQMDVTKPEQIKDVHSEVAEKIQDKGLWAVVNNAGVLHFPIDGELIPMTVYRKCMAVNFFGAVEVTKVFLPLLRKSKGRLVNVSSMGAMIPFQMVAAYASTKAAISMFSAVIRQELAKWGVKVVTIHPGGFQTNIVGSQDSWDKMEKEILDHFSKEIQENYGQEYVHTQKLALPVMREMSNPDITPVLRDIQHAICAKNPSSFYCSGRMTYLWICFAAYSPISLLDYILKNYFTPKLMPRALRTAS. The pIC50 is 7.3. (2) The drug is Cc1noc(C)c1-c1ccc2c(c1)C(NC[C@@H](C)O)(C1CCCCC1)C(=O)N2. The target protein sequence is MSTATTVAPAGIPATPGPVNPPPPEVSNPSKPGRKTNQLQYMQNVVVKTLWKHQFAWPFYQPVDAIKLNLPDYHKIIKNPMDMGTIKKRLENNYYWSASECMQDFNTMFTNCYIYNKPTDDIVLMAQALEKIFLQKVAQMPQEEVELLPPAPKGKGRKPAAGAQSAGTQQVAAVSSVSPATPFQSVPPTVSQTPVIAATPVPTITANVTSVPVPPAAAPPPPATPIVPVVPPTPPVVKKKGVKRKADTTTPTTSAITASRSESPPPLSDPKQAKVVARRESGGRPIKPPKKDLEDGEVPQHAGKKGKLSEHLRYCDSILREMLSKKHAAYAWPFYKPVDAEALELHDYHDIIKHPMDLSTVKRKMDGREYPDAQGFAADVRLMFSNCYKYNPPDHEVVAMARKLQDVFEMRFAKMPDEPVEAPALPAPAAPMVSK. The pIC50 is 7.6.